This data is from Full USPTO retrosynthesis dataset with 1.9M reactions from patents (1976-2016). The task is: Predict the reactants needed to synthesize the given product. (1) Given the product [C:4](=[O:14])=[O:3].[O:3]=[C:4]([O-:14])[C:5]([CH2:7][C@@H:8]([C@@H:10]([CH2:12][OH:13])[OH:11])[OH:9])=[O:6].[K+:15], predict the reactants needed to synthesize it. The reactants are: [H][H].[O:3]=[C:4]([O-:14])[C:5]([CH2:7][C@@H:8]([C@@H:10]([CH2:12][OH:13])[OH:11])[OH:9])=[O:6].[K+:15]. (2) Given the product [NH2:42][C@@H:16]([CH2:15][C:12]1[CH:13]=[CH:14][C:9]([O:8][CH2:1][C:2]2[CH:7]=[CH:6][CH:5]=[CH:4][CH:3]=2)=[CH:10][CH:11]=1)[C:17]([N:18]1[C@H:27]([C:28]([NH:29][C@H:30]2[C:39]3[C:34](=[CH:35][CH:36]=[CH:37][CH:38]=3)[CH2:33][CH2:32][CH2:31]2)=[O:40])[CH2:26][C:25]2[C:20](=[CH:21][CH:22]=[CH:23][CH:24]=2)[CH2:19]1)=[O:41], predict the reactants needed to synthesize it. The reactants are: [CH2:1]([O:8][C:9]1[CH:14]=[CH:13][C:12]([CH2:15][C@H:16]([NH:42]C(=O)OC(C)(C)C)[C:17](=[O:41])[N:18]2[C@H:27]([C:28](=[O:40])[NH:29][C@H:30]3[C:39]4[C:34](=[CH:35][CH:36]=[CH:37][CH:38]=4)[CH2:33][CH2:32][CH2:31]3)[CH2:26][C:25]3[C:20](=[CH:21][CH:22]=[CH:23][CH:24]=3)[CH2:19]2)=[CH:11][CH:10]=1)[C:2]1[CH:7]=[CH:6][CH:5]=[CH:4][CH:3]=1.C(O)(C(F)(F)F)=O. (3) Given the product [C:27]([O:29][CH:11]([O:16][C:17](=[O:18])[CH3:19])[C:6]1[CH:5]=[C:4]([C:3]([O:2][CH3:1])=[O:12])[CH:9]=[CH:8][C:7]=1[Br:10])(=[O:28])[CH3:26], predict the reactants needed to synthesize it. The reactants are: [CH3:1][O:2][C:3](=[O:12])[C:4]1[CH:9]=[CH:8][C:7]([Br:10])=[C:6]([CH3:11])[CH:5]=1.CC([O:16][C:17]([CH3:19])=[O:18])=O.OS(O)(=O)=O.O.[CH3:26][C:27]([OH:29])=[O:28]. (4) Given the product [F:1][C:2]1[CH:7]=[CH:6][C:5]([O:8][CH3:9])=[CH:4][C:3]=1[NH:10][C:11]1[N:19]=[CH:18][CH:17]=[CH:16][C:12]=1[C:13]([NH:21][C:22]([CH3:27])([CH2:25][CH3:26])[C:23]#[CH:24])=[O:15], predict the reactants needed to synthesize it. The reactants are: [F:1][C:2]1[CH:7]=[CH:6][C:5]([O:8][CH3:9])=[CH:4][C:3]=1[NH:10][C:11]1[N:19]=[CH:18][CH:17]=[CH:16][C:12]=1[C:13]([OH:15])=O.Cl.[NH2:21][C:22]([CH3:27])([CH2:25][CH3:26])[C:23]#[CH:24].C1C=CC2N(O)N=NC=2C=1.CCN=C=NCCCN(C)C.CCN(C(C)C)C(C)C. (5) Given the product [CH2:10]([O:11][C:12](=[O:16])[CH2:13][CH2:14][CH:15]=[CH:39][C:38]1[CH:41]=[CH:42][CH:43]=[C:36]([O:35][CH2:34][C:33]2[C:32]([CH3:31])=[CH:47][CH:46]=[CH:45][C:44]=2[CH3:48])[CH:37]=1)[CH3:9], predict the reactants needed to synthesize it. The reactants are: [Br-].[PH4+].C1([C:9](C2C=CC=CC=2)(C2C=CC=CC=2)[CH2:10][O:11][C:12](=[O:16])[CH2:13][CH2:14][CH3:15])C=CC=CC=1.[H-].[Na+].[CH3:31][C:32]1[CH:47]=[CH:46][CH:45]=[C:44]([CH3:48])[C:33]=1[CH2:34][O:35][C:36]1[CH:37]=[C:38]([CH:41]=[CH:42][CH:43]=1)[CH:39]=O.O. (6) Given the product [NH2:14][C:15]1[N:20]=[CH:19][C:18]([C:2]2[CH:10]=[C:9]3[C:5]([C:6]([CH3:13])([CH3:12])[C:7](=[O:11])[NH:8]3)=[CH:4][CH:3]=2)=[CH:17][N:16]=1, predict the reactants needed to synthesize it. The reactants are: Br[C:2]1[CH:10]=[C:9]2[C:5]([C:6]([CH3:13])([CH3:12])[C:7](=[O:11])[NH:8]2)=[CH:4][CH:3]=1.[NH2:14][C:15]1[N:20]=[CH:19][C:18](B(O)O)=[CH:17][N:16]=1. (7) Given the product [NH2:48][C:45]1[S:46][CH:47]=[C:43]([C:4](=[N:3][O:2][CH3:1])[C:5]([NH:7][C@@H:8]2[C:15](=[O:16])[N:14]3[C@@H:9]2[S:10][CH2:11][C:12](/[CH:33]=[CH:34]/[S:80][C:78]2[CH:77]=[C:76]([NH2:81])[N:75]=[C:74]([NH2:73])[N:79]=2)=[C:13]3[C:17]([OH:19])=[O:18])=[O:6])[N:44]=1, predict the reactants needed to synthesize it. The reactants are: [CH3:1][O:2][N:3]=[C:4]([C:43]1[N:44]=[C:45]([NH:48]C(C2C=CC=CC=2)(C2C=CC=CC=2)C2C=CC=CC=2)[S:46][CH:47]=1)[C:5]([NH:7][CH:8]1[C:15](=[O:16])[N:14]2[CH:9]1[S:10][CH2:11][C:12](/[CH:33]=[CH:34]/OS(C(F)(F)F)(=O)=O)=[C:13]2[C:17]([O:19]C(C1C=CC=CC=1)C1C=CC=CC=1)=[O:18])=[O:6].S(O)(O)(=O)=O.[NH2:73][C:74]1[N:79]=[C:78]([SH:80])[CH:77]=[C:76]([NH2:81])[N:75]=1.